Dataset: Reaction yield outcomes from USPTO patents with 853,638 reactions. Task: Predict the reaction yield, written as a fraction of the theoretical maximum amount of product (1.0 means a 100% yield; for example, 0.34 means a 34% yield). The reactants are Cl[C:2]1[CH:3]=[CH:4][C:5]2[C:15]3[C:10](=[CH:11][N:12]=[CH:13][CH:14]=3)[CH2:9][O:8][C:6]=2[CH:7]=1.[OH:16][CH2:17][C@@H:18]([N:23]1[C:31](=[O:32])[C:30]2[C:25](=[CH:26][CH:27]=[CH:28][CH:29]=2)[C:24]1=[O:33])[CH2:19][CH:20]([CH3:22])[CH3:21].C(P(C(C)(C)C)C1C=CC=CC=1C1C(C(C)C)=CC(C(C)C)=CC=1C(C)C)(C)(C)C.C(=O)([O-])[O-].[Cs+].[Cs+]. The catalyst is C1(C)C=CC=CC=1.C([O-])(=O)C.[Pd+2].C([O-])(=O)C. The product is [CH:14]1[CH:13]=[N:12][CH:11]=[C:10]2[CH2:9][O:8][C:6]3[CH:7]=[C:2]([O:16][CH2:17][C@@H:18]([N:23]4[C:24](=[O:33])[C:25]5[C:30](=[CH:29][CH:28]=[CH:27][CH:26]=5)[C:31]4=[O:32])[CH2:19][CH:20]([CH3:22])[CH3:21])[CH:3]=[CH:4][C:5]=3[C:15]=12. The yield is 1.00.